Predict the reaction yield, written as a fraction of the theoretical maximum amount of product (1.0 means a 100% yield; for example, 0.34 means a 34% yield). From a dataset of Reaction yield outcomes from USPTO patents with 853,638 reactions. (1) The reactants are [NH:1]1[C:9]2[C:4](=[CH:5][CH:6]=[CH:7][CH:8]=2)[C:3]([CH:10]2[CH2:15][CH2:14][N:13]([C:16](=[O:18])[CH3:17])[CH2:12][CH2:11]2)=[CH:2]1.[H-].[Na+].[CH3:21]I. The catalyst is CN(C=O)C. The product is [CH3:21][N:1]1[C:9]2[C:4](=[CH:5][CH:6]=[CH:7][CH:8]=2)[C:3]([CH:10]2[CH2:11][CH2:12][N:13]([C:16](=[O:18])[CH3:17])[CH2:14][CH2:15]2)=[CH:2]1. The yield is 1.00. (2) The reactants are [C:1](OC1CCCCCC(O[Si](CC)(CC)CC)CCCCC1)(=[O:3])[CH3:2].[Si:25]([O:32][CH2:33][CH2:34][CH2:35][CH2:36][CH2:37][CH2:38][CH2:39][CH2:40][CH:41]([OH:50])[CH2:42][CH2:43][C:44]#[C:45][Si:46]([CH3:49])([CH3:48])[CH3:47])([C:28]([CH3:31])([CH3:30])[CH3:29])([CH3:27])[CH3:26].C(OC(=O)C)(=O)C.C([O-])([O-])=O.[K+].[K+]. The catalyst is CN(C)C1C=CN=CC=1. The product is [C:1]([O:50][CH:41]([CH2:40][CH2:39][CH2:38][CH2:37][CH2:36][CH2:35][CH2:34][CH2:33][O:32][Si:25]([C:28]([CH3:31])([CH3:30])[CH3:29])([CH3:27])[CH3:26])[CH2:42][CH2:43][C:44]#[C:45][Si:46]([CH3:49])([CH3:48])[CH3:47])(=[O:3])[CH3:2]. The yield is 0.940. (3) The reactants are [NH2:1][C:2]1[CH:7]=[CH:6][C:5]([S:8][C:9]2[CH:18]=[CH:17][C:12]([C:13]([O:15][CH3:16])=[O:14])=[CH:11][C:10]=2[N+:19]([O-:21])=[O:20])=[CH:4][C:3]=1[F:22].N1C=CC=CC=1.Cl[C:30]([O:32][CH2:33][C:34]([Cl:37])([Cl:36])[Cl:35])=[O:31]. The catalyst is C(Cl)Cl. The product is [F:22][C:3]1[CH:4]=[C:5]([S:8][C:9]2[CH:18]=[CH:17][C:12]([C:13]([O:15][CH3:16])=[O:14])=[CH:11][C:10]=2[N+:19]([O-:21])=[O:20])[CH:6]=[CH:7][C:2]=1[NH:1][C:30]([O:32][CH2:33][C:34]([Cl:37])([Cl:36])[Cl:35])=[O:31]. The yield is 0.930. (4) The reactants are [CH3:1][O:2][C:3]1[CH:4]=[C:5]2[C:10](=[CH:11][C:12]=1[O:13][CH3:14])[N:9]=[CH:8][CH:7]=[C:6]2[O:15][C:16]1[CH:21]=[CH:20][C:19]([NH:22][C:23](=O)[CH2:24][O:25][C:26]2[CH:31]=[CH:30][CH:29]=[C:28]([Cl:32])[CH:27]=2)=[CH:18][CH:17]=1.Cl.[OH-].[Na+]. The catalyst is O1CCCC1. The product is [Cl:32][C:28]1[CH:27]=[C:26]([CH:31]=[CH:30][CH:29]=1)[O:25][CH2:24][CH2:23][NH:22][C:19]1[CH:20]=[CH:21][C:16]([O:15][C:6]2[C:5]3[C:10](=[CH:11][C:12]([O:13][CH3:14])=[C:3]([O:2][CH3:1])[CH:4]=3)[N:9]=[CH:8][CH:7]=2)=[CH:17][CH:18]=1. The yield is 0.800.